Dataset: CYP2D6 inhibition data for predicting drug metabolism from PubChem BioAssay. Task: Regression/Classification. Given a drug SMILES string, predict its absorption, distribution, metabolism, or excretion properties. Task type varies by dataset: regression for continuous measurements (e.g., permeability, clearance, half-life) or binary classification for categorical outcomes (e.g., BBB penetration, CYP inhibition). Dataset: cyp2d6_veith. (1) The compound is CN(C)C(=O)c1ccc(-c2ccc3ncnc(N4CCC(C(=O)O)CC4)c3c2)cc1. The result is 0 (non-inhibitor). (2) The compound is O=c1c(-c2cc(F)cc(F)c2)nc2cnc(N3CCOCC3)nc2n1C1CC1. The result is 0 (non-inhibitor). (3) The molecule is O=C(O)[C@H]1[C@@H]2C=C[C@H](O2)[C@@H]1C(=O)Nc1ncccn1. The result is 0 (non-inhibitor). (4) The drug is O=C(CSc1nccn1-c1ncc(C(F)(F)F)cc1Cl)c1ccc(Cl)cc1. The result is 1 (inhibitor). (5) The compound is O=C(Nc1cccc(C(F)(F)F)c1)c1n[nH]c(Cn2cncn2)n1. The result is 0 (non-inhibitor). (6) The molecule is O=C(O)C(F)(F)C(F)(F)C(F)(F)C(F)(F)C(=O)O. The result is 0 (non-inhibitor).